From a dataset of Forward reaction prediction with 1.9M reactions from USPTO patents (1976-2016). Predict the product of the given reaction. (1) The product is: [C:17]([C:14]1[CH:13]=[CH:12][C:11]([C:8]2[CH:9]=[CH:10][C:5]([O:4][CH3:3])=[C:6]([CH2:19][NH:20][C@H:21]3[CH2:26][CH2:25][N:24]([C:27]([CH:29]4[CH2:30][CH2:31][N:32]([C:43]([N:42]([CH3:46])[CH3:41])=[O:44])[CH2:33][CH2:34]4)=[O:28])[CH2:23][C@H:22]3[C:35]3[CH:40]=[CH:39][CH:38]=[CH:37][CH:36]=3)[CH:7]=2)=[CH:16][CH:15]=1)#[N:18]. Given the reactants Cl.Cl.[CH3:3][O:4][C:5]1[CH:10]=[CH:9][C:8]([C:11]2[CH:16]=[CH:15][C:14]([C:17]#[N:18])=[CH:13][CH:12]=2)=[CH:7][C:6]=1[CH2:19][NH:20][C@H:21]1[CH2:26][CH2:25][N:24]([C:27]([CH:29]2[CH2:34][CH2:33][NH:32][CH2:31][CH2:30]2)=[O:28])[CH2:23][C@H:22]1[C:35]1[CH:40]=[CH:39][CH:38]=[CH:37][CH:36]=1.[CH3:41][N:42]([CH3:46])[C:43](Cl)=[O:44], predict the reaction product. (2) Given the reactants [CH:1]([C:4]1[CH:5]=[C:6]([CH:9]=[C:10]([CH:14]([CH3:16])[CH3:15])[C:11]=1[O:12][CH3:13])[CH:7]=O)([CH3:3])[CH3:2].[C:17]([CH2:20][CH2:21][C:22]1[CH:23]=[C:24]2[C:28](=[CH:29][CH:30]=1)[NH:27][C:26](=[O:31])[CH2:25]2)([OH:19])=[O:18], predict the reaction product. The product is: [CH:1]([C:4]1[CH:5]=[C:6]([CH:9]=[C:10]([CH:14]([CH3:16])[CH3:15])[C:11]=1[O:12][CH3:13])[CH:7]=[C:25]1[C:24]2[C:28](=[CH:29][CH:30]=[C:22]([CH2:21][CH2:20][C:17]([OH:19])=[O:18])[CH:23]=2)[NH:27][C:26]1=[O:31])([CH3:3])[CH3:2]. (3) Given the reactants Br[C:2]1[CH:15]=[CH:14][C:13]([C:16]([F:19])([F:18])[F:17])=[CH:12][C:3]=1[O:4][C:5]1[CH:10]=[CH:9][N:8]=[C:7]([NH2:11])[N:6]=1.CC1(C)C(C)(C)OB([C:28]2[CH:29]=[CH:30][C:31]([C:34]3[CH:35]=[N:36][C:37]([NH2:40])=[N:38][CH:39]=3)=[N:32][CH:33]=2)O1, predict the reaction product. The product is: [NH2:40][C:37]1[N:38]=[CH:39][C:34]([C:31]2[N:32]=[CH:33][C:28]([C:2]3[CH:15]=[CH:14][C:13]([C:16]([F:19])([F:18])[F:17])=[CH:12][C:3]=3[O:4][C:5]3[CH:10]=[CH:9][N:8]=[C:7]([NH2:11])[N:6]=3)=[CH:29][CH:30]=2)=[CH:35][N:36]=1. (4) Given the reactants [CH:1]1[C:6](/[CH:7]=[CH:8]/[C:9]([OH:11])=[O:10])=[CH:5][CH:4]=[C:3](O)[CH:2]=1.C(O)(=O)/C=C/C1C=CC(O)=C(O)C=1.C(O)(=O)/C=C/C1C=CC(O)=C(OC)C=1.C(O)(=O)/C=C/C1C=C(OC)C(O)=C(OC)C=1.COC1C=C(/C=C/C=O)C=CC=1O.C(O)/C=C/C1C=CC(O)=CC=1.C(O)/C=C/C1C=CC(O)=C(OC)C=1.C(O)/C=C/C1C=C(OC)C(O)=C(OC)C=1, predict the reaction product. The product is: [C:9]([OH:11])(=[O:10])[CH:8]=[CH:7][C:6]1[CH:5]=[CH:4][CH:3]=[CH:2][CH:1]=1. (5) Given the reactants C(OC([N:8]1[CH2:17][CH2:16][C:15]2[C:11](=[C:12](OS(C(F)(F)F)(=O)=O)[N:13]([CH:18]([CH3:20])[CH3:19])[N:14]=2)[CH2:10][CH2:9]1)=O)(C)(C)C.[F:29][C:30]([F:42])([F:41])[O:31][C:32]1[CH:37]=[CH:36][C:35](B(O)O)=[CH:34][CH:33]=1, predict the reaction product. The product is: [CH:18]([N:13]1[C:12]([C:35]2[CH:34]=[CH:33][C:32]([O:31][C:30]([F:29])([F:41])[F:42])=[CH:37][CH:36]=2)=[C:11]2[C:15]([CH2:16][CH2:17][NH:8][CH2:9][CH2:10]2)=[N:14]1)([CH3:19])[CH3:20]. (6) Given the reactants [CH3:1][O:2][C:3](=[O:37])[C:4]1[CH:9]=[CH:8][C:7]([NH:10][CH2:11][CH2:12][N:13]2[C:21]3[C:16](=[CH:17][CH:18]=[CH:19][CH:20]=3)[C:15]([C:22]([C:24]3[C:33]4[C:28](=[CH:29][CH:30]=[CH:31][CH:32]=4)[CH:27]=[CH:26][CH:25]=3)=[O:23])=[C:14]2[CH3:34])=[CH:6][C:5]=1[O:35]C.B(Br)(Br)Br.C([O-])(O)=O.[Na+], predict the reaction product. The product is: [CH3:1][O:2][C:3](=[O:37])[C:4]1[CH:9]=[CH:8][C:7]([NH:10][CH2:11][CH2:12][N:13]2[C:21]3[C:16](=[CH:17][CH:18]=[CH:19][CH:20]=3)[C:15]([C:22]([C:24]3[C:33]4[C:28](=[CH:29][CH:30]=[CH:31][CH:32]=4)[CH:27]=[CH:26][CH:25]=3)=[O:23])=[C:14]2[CH3:34])=[CH:6][C:5]=1[OH:35]. (7) Given the reactants [F:1][C:2]1[CH:3]=[C:4]([C:17](=O)[CH3:18])[C:5]2[N:9]=[CH:8][N:7](C3CCCCO3)[C:6]=2[CH:16]=1.CC([O-])=O.[Na+].Cl.[NH2:26][OH:27], predict the reaction product. The product is: [F:1][C:2]1[CH:3]=[C:4]([C:17](=[N:26][OH:27])[CH3:18])[C:5]2[N:9]=[CH:8][NH:7][C:6]=2[CH:16]=1.